From a dataset of Full USPTO retrosynthesis dataset with 1.9M reactions from patents (1976-2016). Predict the reactants needed to synthesize the given product. (1) Given the product [C:11]([O:15][C:16]([N:18]1[CH2:19][CH:20]2[O:26][CH:24]([CH2:23][N:22]([CH2:2][C:3]3[CH:10]=[CH:9][C:6]([C:7]#[N:8])=[CH:5][CH:4]=3)[CH2:21]2)[CH2:25]1)=[O:17])([CH3:14])([CH3:12])[CH3:13], predict the reactants needed to synthesize it. The reactants are: Br[CH2:2][C:3]1[CH:10]=[CH:9][C:6]([C:7]#[N:8])=[CH:5][CH:4]=1.[C:11]([O:15][C:16]([N:18]1[CH2:25][CH:24]2[O:26][CH:20]([CH2:21][NH:22][CH2:23]2)[CH2:19]1)=[O:17])([CH3:14])([CH3:13])[CH3:12].C([O-])([O-])=O.[K+].[K+]. (2) Given the product [C:10]([Si:13]([CH3:15])([CH3:14])[O:8][C:5]1[CH:6]=[CH:7][C:2]([F:1])=[N:3][CH:4]=1)([CH3:12])([CH3:11])[CH3:9], predict the reactants needed to synthesize it. The reactants are: [F:1][C:2]1[CH:7]=[CH:6][C:5]([OH:8])=[CH:4][N:3]=1.[CH3:9][C:10]([Si:13](Cl)([CH3:15])[CH3:14])([CH3:12])[CH3:11].C([O-])(O)=O.[Na+]. (3) Given the product [CH2:1]([C:3]1[CH:4]=[CH:5][C:6]([C:9]2[C:10]([CH2:14][O:15][C:17]3[C:18]([F:31])=[CH:19][C:20]([CH2:24][CH2:25][C:26]([OH:28])=[O:27])=[CH:21][C:22]=3[F:23])=[CH:11][S:12][CH:13]=2)=[CH:7][CH:8]=1)[CH3:2], predict the reactants needed to synthesize it. The reactants are: [CH2:1]([C:3]1[CH:8]=[CH:7][C:6]([C:9]2[C:10]([CH2:14][OH:15])=[CH:11][S:12][CH:13]=2)=[CH:5][CH:4]=1)[CH3:2].O[C:17]1[C:22]([F:23])=[CH:21][C:20]([CH2:24][CH2:25][C:26]([O:28]CC)=[O:27])=[CH:19][C:18]=1[F:31].C(C1C=CC(C2C=C(C(F)(F)F)SC=2COC2C(F)=CC(CCC(OCC)=O)=CC=2F)=CC=1)C. (4) Given the product [F:20][C:18]([C:2]1[CH:11]=[CH:10][C:5]([C:6]([O:8][CH3:9])=[O:7])=[CH:4][CH:3]=1)=[CH2:19], predict the reactants needed to synthesize it. The reactants are: I[C:2]1[CH:11]=[CH:10][C:5]([C:6]([O:8][CH3:9])=[O:7])=[CH:4][CH:3]=1.C([Mg]Cl)(C)C.Br[C:18]([F:20])=[CH2:19]. (5) Given the product [Cl:33][C:34]1[C:35]2[C:45]([F:46])=[CH:44][CH:43]=[C:42]([F:47])[C:36]=2[S:37][C:38]=1[C:39]([N:6]([CH2:5][C:4]1[CH:22]=[C:23]([C:26]2[CH:27]=[N:28][C:29]([CH3:32])=[CH:30][CH:31]=2)[CH:24]=[CH:25][C:3]=1[O:2][CH3:1])[CH:7]1[CH2:8][CH2:9][CH:10]([N:13]([CH3:21])[C:14](=[O:20])[O:15][C:16]([CH3:19])([CH3:18])[CH3:17])[CH2:11][CH2:12]1)=[O:40], predict the reactants needed to synthesize it. The reactants are: [CH3:1][O:2][C:3]1[CH:25]=[CH:24][C:23]([C:26]2[CH:27]=[N:28][C:29]([CH3:32])=[CH:30][CH:31]=2)=[CH:22][C:4]=1[CH2:5][NH:6][CH:7]1[CH2:12][CH2:11][CH:10]([N:13]([CH3:21])[C:14](=[O:20])[O:15][C:16]([CH3:19])([CH3:18])[CH3:17])[CH2:9][CH2:8]1.[Cl:33][C:34]1[C:35]2[C:45]([F:46])=[CH:44][CH:43]=[C:42]([F:47])[C:36]=2[S:37][C:38]=1[C:39](Cl)=[O:40]. (6) Given the product [Si:1]([O:8][C@H:9]1[C:10](=[O:11])[O:12][CH2:13][C@@H:14]([C:15]2[CH:16]=[CH:17][CH:18]=[CH:19][CH:20]=2)[NH:21][C:22](=[O:27])[CH2:23][CH2:24][CH:25]=[CH:29][CH2:28]1)([C:4]([CH3:6])([CH3:7])[CH3:5])([CH3:2])[CH3:3], predict the reactants needed to synthesize it. The reactants are: [Si:1]([O:8][C@H:9]([CH2:28][CH:29]=C)[C:10]([O:12][CH2:13][C@H:14]([NH:21][C:22](=[O:27])[CH2:23][CH2:24][CH:25]=C)[C:15]1[CH:20]=[CH:19][CH:18]=[CH:17][CH:16]=1)=[O:11])([C:4]([CH3:7])([CH3:6])[CH3:5])([CH3:3])[CH3:2]. (7) Given the product [CH2:1]([O:3][C:4]([C:6]1[C:7]([Cl:24])=[C:8]2[CH:14]=[CH:13][NH:12][C:9]2=[N:10][CH:11]=1)=[O:5])[CH3:2], predict the reactants needed to synthesize it. The reactants are: [CH2:1]([O:3][C:4]([C:6]1[C:7]([Cl:24])=[C:8]2[CH:14]=[CH:13][N:12](CC3C=CC(OC)=CC=3)[C:9]2=[N:10][CH:11]=1)=[O:5])[CH3:2].